This data is from Catalyst prediction with 721,799 reactions and 888 catalyst types from USPTO. The task is: Predict which catalyst facilitates the given reaction. Reactant: [Cl:1][C:2]1[CH:7]=[CH:6][C:5]([C:8]2[CH:9]=[C:10]3[C:16]([C:17]([C:19]4[C:20]([F:33])=[C:21]([NH:26][S:27]([CH2:30][CH2:31][CH3:32])(=[O:29])=[O:28])[CH:22]=[CH:23][C:24]=4[F:25])=[O:18])=[CH:15][NH:14][C:11]3=[N:12][CH:13]=2)=[CH:4][CH:3]=1.Cl[C:35]([O:37][CH2:38][CH3:39])=[O:36].C(N(CC)CC)C. Product: [Cl:1][C:2]1[CH:7]=[CH:6][C:5]([C:8]2[CH:9]=[C:10]3[C:16]([C:17]([C:19]4[C:20]([F:33])=[C:21]([N:26]([S:27]([CH2:30][CH2:31][CH3:32])(=[O:28])=[O:29])[C:35](=[O:36])[O:37][CH2:38][CH3:39])[CH:22]=[CH:23][C:24]=4[F:25])=[O:18])=[CH:15][NH:14][C:11]3=[N:12][CH:13]=2)=[CH:4][CH:3]=1. The catalyst class is: 12.